Dataset: Reaction yield outcomes from USPTO patents with 853,638 reactions. Task: Predict the reaction yield, written as a fraction of the theoretical maximum amount of product (1.0 means a 100% yield; for example, 0.34 means a 34% yield). (1) The reactants are C([N:8]1[CH2:16][C:15]2[C:10](=[CH:11][CH:12]=[C:13]([CH2:17][OH:18])[CH:14]=2)[CH2:9]1)C1C=CC=CC=1. The catalyst is [Pd].C(O)C. The product is [CH2:9]1[C:10]2[C:15](=[CH:14][C:13]([CH2:17][OH:18])=[CH:12][CH:11]=2)[CH2:16][NH:8]1. The yield is 1.00. (2) The reactants are [NH:1]1[CH2:4][CH:3]([C:5]2[CH:6]=[CH:7][C:8]([NH:11][C:12]3[C:13](=[O:20])[N:14]([CH3:19])[CH:15]=[C:16](Br)[CH:17]=3)=[N:9][CH:10]=2)[CH2:2]1.C([O:24][CH2:25][C:26]1[C:31](B2OC(C)(C)C(C)(C)O2)=[CH:30][CH:29]=[CH:28][C:27]=1[N:41]1[CH2:53][CH2:52][C:51]2[N:50]3[C:45]([CH2:46][CH2:47][CH2:48][CH2:49]3)=[CH:44][C:43]=2[C:42]1=[O:54])(=O)C.C(=O)([O-])[O-].[Na+].[Na+].O.[OH-].[Li+]. The catalyst is C(Cl)Cl.CO.O.O1CCOCC1.CN(C=O)C. The product is [NH:1]1[CH2:4][CH:3]([C:5]2[CH:6]=[CH:7][C:8]([NH:11][C:12]3[C:13](=[O:20])[N:14]([CH3:19])[CH:15]=[C:16]([C:31]4[C:26]([CH2:25][OH:24])=[C:27]([N:41]5[CH2:53][CH2:52][C:51]6[N:50]7[C:45]([CH2:46][CH2:47][CH2:48][CH2:49]7)=[CH:44][C:43]=6[C:42]5=[O:54])[CH:28]=[CH:29][CH:30]=4)[CH:17]=3)=[N:9][CH:10]=2)[CH2:2]1. The yield is 0.0700. (3) The reactants are [CH3:1][O:2][C:3]1[CH:4]=[C:5]2[C:10](=[CH:11][C:12]=1[O:13][CH3:14])[N:9]=[CH:8][N:7]=[C:6]2[S:15][C:16]1[CH:17]=[C:18]([CH:20]=[CH:21][CH:22]=1)[NH2:19].[C:23]1([N:29]2[C:33]([NH:34][C:35](=O)[O:36]C3C=CC=CC=3)=[CH:32][C:31]([C:44]3([C:47]([F:50])([F:49])[F:48])[CH2:46][CH2:45]3)=[N:30]2)[CH:28]=[CH:27][CH:26]=[CH:25][CH:24]=1. No catalyst specified. The product is [CH3:1][O:2][C:3]1[CH:4]=[C:5]2[C:10](=[CH:11][C:12]=1[O:13][CH3:14])[N:9]=[CH:8][N:7]=[C:6]2[S:15][C:16]1[CH:17]=[C:18]([NH:19][C:35]([NH:34][C:33]2[N:29]([C:23]3[CH:28]=[CH:27][CH:26]=[CH:25][CH:24]=3)[N:30]=[C:31]([C:44]3([C:47]([F:50])([F:48])[F:49])[CH2:46][CH2:45]3)[CH:32]=2)=[O:36])[CH:20]=[CH:21][CH:22]=1. The yield is 0.880. (4) The reactants are Br[C:2]1[CH:3]=[C:4]2[C:9](=[CH:10][CH:11]=1)[CH2:8][N:7]([S:12]([C:15]1[CH:20]=[CH:19][C:18]([CH3:21])=[CH:17][CH:16]=1)(=[O:14])=[O:13])[CH2:6][CH2:5]2.CC([O-])(C)C.[Na+].[CH3:28][C@H:29]1[CH2:33][CH2:32][CH2:31][N:30]1[C@H:34]1[CH2:38][CH2:37][NH:36][CH2:35]1. The catalyst is C1(C)C=CC=CC=1.C1C=CC(/C=C/C(/C=C/C2C=CC=CC=2)=O)=CC=1.C1C=CC(/C=C/C(/C=C/C2C=CC=CC=2)=O)=CC=1.C1C=CC(/C=C/C(/C=C/C2C=CC=CC=2)=O)=CC=1.[Pd].[Pd].C1C=CC(P(C2C(C3C(P(C4C=CC=CC=4)C4C=CC=CC=4)=CC=C4C=3C=CC=C4)=C3C(C=CC=C3)=CC=2)C2C=CC=CC=2)=CC=1. The product is [CH3:28][C@H:29]1[CH2:33][CH2:32][CH2:31][N:30]1[C@H:34]1[CH2:38][CH2:37][N:36]([C:2]2[CH:3]=[C:4]3[C:9](=[CH:10][CH:11]=2)[CH2:8][N:7]([S:12]([C:15]2[CH:20]=[CH:19][C:18]([CH3:21])=[CH:17][CH:16]=2)(=[O:14])=[O:13])[CH2:6][CH2:5]3)[CH2:35]1. The yield is 0.780.